This data is from Catalyst prediction with 721,799 reactions and 888 catalyst types from USPTO. The task is: Predict which catalyst facilitates the given reaction. Reactant: C(=O)([O-])[O-].[Na+].[Na+].CC1(C)C(C)(C)OB([C:15]2[CH:16]=[N:17][N:18]([C:20]3[CH:21]=[N:22][CH:23]=[CH:24][CH:25]=3)[CH:19]=2)O1.Br[C:28]1[N:33]=[C:32]([C:34]2[N:39]=[CH:38][CH:37]=[CH:36][N:35]=2)[CH:31]=[CH:30][CH:29]=1. Product: [N:22]1[CH:23]=[CH:24][CH:25]=[C:20]([N:18]2[CH:19]=[C:15]([C:28]3[N:33]=[C:32]([C:34]4[N:35]=[CH:36][CH:37]=[CH:38][N:39]=4)[CH:31]=[CH:30][CH:29]=3)[CH:16]=[N:17]2)[CH:21]=1. The catalyst class is: 10.